Dataset: Peptide-MHC class II binding affinity with 134,281 pairs from IEDB. Task: Regression. Given a peptide amino acid sequence and an MHC pseudo amino acid sequence, predict their binding affinity value. This is MHC class II binding data. (1) The peptide sequence is HQAISPRTLNSPAIF. The MHC is DRB1_0401 with pseudo-sequence DRB1_0401. The binding affinity (normalized) is 0. (2) The peptide sequence is GELQSVDKIDAAFKI. The MHC is DRB1_0404 with pseudo-sequence DRB1_0404. The binding affinity (normalized) is 0.499.